From a dataset of Experimentally validated miRNA-target interactions with 360,000+ pairs, plus equal number of negative samples. Binary Classification. Given a miRNA mature sequence and a target amino acid sequence, predict their likelihood of interaction. The miRNA is hsa-miR-99a-3p with sequence CAAGCUCGCUUCUAUGGGUCUG. The protein sequence of the target gene is MAEYLASIFGTEKDKVNCSFYFKIGVCRHGDRCSRLHNKPTFSQTIVLLNLYRNPQNTAQTADGSHCHVSDVEVQEHYDSFFEEVFTELQEKYGEIEEMNVCDNLGDHLVGNVYVKFRREEDGERAVAELSNRWFNGQAVHGELSPVTDFRESCCRQYEMGECTRGGFCNFMHLRPISQNLQRQLYGRGPRRRSPPRFHTGHHPRERNHRCSPDHWHGRF. Result: 0 (no interaction).